Dataset: Forward reaction prediction with 1.9M reactions from USPTO patents (1976-2016). Task: Predict the product of the given reaction. (1) Given the reactants [CH3:1][C:2]([C:4]1[CH:9]=[CH:8][C:7]([OH:10])=[C:6]([O:11][CH3:12])[CH:5]=1)=[O:3].[CH2:13](Br)[C:14]1[CH:19]=[CH:18][CH:17]=[CH:16][CH:15]=1.C(=O)([O-])[O-].[K+].[K+], predict the reaction product. The product is: [CH2:13]([O:10][C:7]1[CH:8]=[CH:9][C:4]([C:2](=[O:3])[CH3:1])=[CH:5][C:6]=1[O:11][CH3:12])[C:14]1[CH:19]=[CH:18][CH:17]=[CH:16][CH:15]=1. (2) Given the reactants [CH2:1]([N:8]1[C:16]2[C:11](=[C:12]([C:17]3[CH:22]=[CH:21][C:20]([O:23]C)=[CH:19][CH:18]=3)[CH:13]=[CH:14][CH:15]=2)[C:10]([CH3:25])=[C:9]1[C:26]1[CH:31]=[CH:30][CH:29]=[CH:28][CH:27]=1)[C:2]1[CH:7]=[CH:6][CH:5]=[CH:4][CH:3]=1.B(Br)(Br)Br, predict the reaction product. The product is: [CH2:1]([N:8]1[C:16]2[C:11](=[C:12]([C:17]3[CH:22]=[CH:21][C:20]([OH:23])=[CH:19][CH:18]=3)[CH:13]=[CH:14][CH:15]=2)[C:10]([CH3:25])=[C:9]1[C:26]1[CH:31]=[CH:30][CH:29]=[CH:28][CH:27]=1)[C:2]1[CH:3]=[CH:4][CH:5]=[CH:6][CH:7]=1. (3) Given the reactants [CH3:1][C:2]1[CH:7]=[C:6]([N+]([O-])=O)[CH:5]=[CH:4][N+:3]=1[O-:11].[ClH:12], predict the reaction product. The product is: [Cl:12][C:6]1[CH:5]=[CH:4][N+:3]([O-:11])=[C:2]([CH3:1])[CH:7]=1.